From a dataset of Catalyst prediction with 721,799 reactions and 888 catalyst types from USPTO. Predict which catalyst facilitates the given reaction. (1) The catalyst class is: 7. Reactant: [Cl:1][C:2]1[C:3]([CH3:23])=[C:4]([C:13]2[CH:14]=[N:15][N:16](C(OCC)C)[CH:17]=2)[C:5]([O:11][CH3:12])=[C:6]([C:8](=[O:10])[CH3:9])[CH:7]=1.Cl.O. Product: [Cl:1][C:2]1[C:3]([CH3:23])=[C:4]([C:13]2[CH:17]=[N:16][NH:15][CH:14]=2)[C:5]([O:11][CH3:12])=[C:6]([C:8](=[O:10])[CH3:9])[CH:7]=1. (2) Reactant: [CH3:1][C:2]([O:4][C:5]1[S:9][C:8]2[CH2:10][CH2:11][N:12]([CH:14]([C:22]([CH:24]3[CH2:26][CH2:25]3)=[O:23])[C:15]3[CH:16]=[CH:17][CH:18]=[CH:19][C:20]=3[F:21])[CH2:13][C:7]=2[CH:6]=1)=[O:3].S(C1C=CC=CC=1)([O-])(=O)=O.C(O)[C@H]([C@H]([C@@H]([C@@H](CO)O)O)O)O. Product: [CH3:1][C:2]([O:4][C:5]1[S:9][C:8]2[CH2:10][CH2:11][N:12]([CH:14]([C:22]([CH:24]3[CH2:26][CH2:25]3)=[O:23])[C:15]3[CH:16]=[CH:17][CH:18]=[CH:19][C:20]=3[F:21])[CH2:13][C:7]=2[CH:6]=1)=[O:3]. The catalyst class is: 5. (3) Reactant: O[CH2:2][CH2:3][N:4]([CH:36]([CH3:38])[CH3:37])[C:5]([C:7]1[C:12]([O:13][CH2:14][C:15]2[CH:20]=[CH:19][CH:18]=[CH:17][CH:16]=2)=[C:11]([OH:21])[N:10]=[C:9]([CH2:22][C:23]2([C:28]3[CH:33]=[C:32]([Cl:34])[CH:31]=[CH:30][C:29]=3[Cl:35])[CH2:27][CH2:26][CH2:25][CH2:24]2)[N:8]=1)=[O:6].C1(P(C2C=CC=CC=2)C2C=CC=CC=2)C=CC=CC=1.N(C(OC(C)C)=O)=NC(OC(C)C)=O.C(OCC)(=O)C. Product: [CH2:14]([O:13][C:12]1[C:11](=[O:21])[N:10]=[C:9]([CH2:22][C:23]2([C:28]3[CH:33]=[C:32]([Cl:34])[CH:31]=[CH:30][C:29]=3[Cl:35])[CH2:27][CH2:26][CH2:25][CH2:24]2)[N:8]2[CH2:2][CH2:3][N:4]([CH:36]([CH3:37])[CH3:38])[C:5](=[O:6])[C:7]=12)[C:15]1[CH:20]=[CH:19][CH:18]=[CH:17][CH:16]=1. The catalyst class is: 7.